Dataset: Peptide-MHC class II binding affinity with 134,281 pairs from IEDB. Task: Regression. Given a peptide amino acid sequence and an MHC pseudo amino acid sequence, predict their binding affinity value. This is MHC class II binding data. The peptide sequence is FARIETAFANLYPGE. The MHC is DRB3_0202 with pseudo-sequence DRB3_0202. The binding affinity (normalized) is 0.600.